Dataset: Merck oncology drug combination screen with 23,052 pairs across 39 cell lines. Task: Regression. Given two drug SMILES strings and cell line genomic features, predict the synergy score measuring deviation from expected non-interaction effect. (1) Drug 2: Nc1ccn(C2OC(CO)C(O)C2(F)F)c(=O)n1. Synergy scores: synergy=-9.03. Drug 1: CN1C(=O)C=CC2(C)C3CCC4(C)C(NC(=O)OCC(F)(F)F)CCC4C3CCC12. Cell line: RKO. (2) Drug 1: N#Cc1ccc(Cn2cncc2CN2CCN(c3cccc(Cl)c3)C(=O)C2)cc1. Drug 2: COC1=C2CC(C)CC(OC)C(O)C(C)C=C(C)C(OC(N)=O)C(OC)C=CC=C(C)C(=O)NC(=CC1=O)C2=O. Cell line: SKMES1. Synergy scores: synergy=21.8. (3) Drug 1: C=CCn1c(=O)c2cnc(Nc3ccc(N4CCN(C)CC4)cc3)nc2n1-c1cccc(C(C)(C)O)n1. Drug 2: NC1(c2ccc(-c3nc4ccn5c(=O)[nH]nc5c4cc3-c3ccccc3)cc2)CCC1. Cell line: A375. Synergy scores: synergy=22.7.